This data is from Forward reaction prediction with 1.9M reactions from USPTO patents (1976-2016). The task is: Predict the product of the given reaction. (1) The product is: [Br:21][C:18]1[CH:19]=[CH:20][C:15]([C:14]2[C:10]3[CH:9]=[CH:8][C:7]([O:6][CH2:5][CH2:4][CH2:3][CH2:2][N:23]([CH2:27][CH2:28][OH:29])[CH2:24][CH2:25][OH:26])=[CH:22][C:11]=3[S:12][CH:13]=2)=[CH:16][CH:17]=1. Given the reactants Br[CH2:2][CH2:3][CH2:4][CH2:5][O:6][C:7]1[CH:8]=[CH:9][C:10]2[C:14]([C:15]3[CH:20]=[CH:19][C:18]([Br:21])=[CH:17][CH:16]=3)=[CH:13][S:12][C:11]=2[CH:22]=1.[NH:23]([CH2:27][CH2:28][OH:29])[CH2:24][CH2:25][OH:26], predict the reaction product. (2) Given the reactants [OH-:1].[Na+].[CH2:3]([C:5]1[CH:17]=[C:8]2[C:9]([CH:15]=[O:16])=[CH:10][CH:11]=[C:12]([O:13][CH3:14])[N:7]2[N:6]=1)[CH3:4], predict the reaction product. The product is: [CH2:3]([C:5]1[CH:17]=[C:8]2[C:9]([C:15]([OH:1])=[O:16])=[CH:10][CH:11]=[C:12]([O:13][CH3:14])[N:7]2[N:6]=1)[CH3:4]. (3) Given the reactants [CH3:1][O:2][C:3]1[CH:9]=[CH:8][C:6]([NH2:7])=[CH:5][CH:4]=1.C(N(CC)CC)C.[Cl-].ClC1N(C)CC[NH+]1C.[CH3:26][O:27][C:28]1[C:29](=[O:55])[C:30]([CH3:54])=[C:31]([CH2:37][C:38]2[CH:39]=[CH:40][C:41]([O:47][C:48]3[CH:53]=[CH:52][CH:51]=[CH:50][CH:49]=3)=[C:42]([CH:46]=2)[C:43](O)=[O:44])[C:32](=[O:36])[C:33]=1[O:34][CH3:35], predict the reaction product. The product is: [CH3:26][O:27][C:28]1[C:29](=[O:55])[C:30]([CH3:54])=[C:31]([CH2:37][C:38]2[CH:39]=[CH:40][C:41]([O:47][C:48]3[CH:53]=[CH:52][CH:51]=[CH:50][CH:49]=3)=[C:42]([CH:46]=2)[C:43]([NH:7][C:6]2[CH:8]=[CH:9][C:3]([O:2][CH3:1])=[CH:4][CH:5]=2)=[O:44])[C:32](=[O:36])[C:33]=1[O:34][CH3:35]. (4) Given the reactants CC1(C)C(C)(C)OB([C:9]2[CH:10]=[C:11]3[C:16](=[C:17]([O:19][CH2:20][O:21][CH2:22][CH2:23][Si:24]([CH3:27])([CH3:26])[CH3:25])[CH:18]=2)[N:15]=[CH:14][N:13]([CH2:28][O:29][CH2:30][CH2:31][Si:32]([CH3:35])([CH3:34])[CH3:33])[C:12]3=[O:36])O1.Br[C:39]1[CH:59]=[CH:58][CH:57]=[CH:56][C:40]=1[CH2:41][O:42][CH2:43][CH2:44][N:45]1[CH2:50][CH2:49][N:48]([CH2:51][C:52]([F:55])([F:54])[F:53])[CH2:47][CH2:46]1.C(=O)([O-])[O-].[K+].[K+].C(OCC)(=O)C.CCCCCCC, predict the reaction product. The product is: [F:55][C:52]([F:53])([F:54])[CH2:51][N:48]1[CH2:47][CH2:46][N:45]([CH2:44][CH2:43][O:42][CH2:41][C:40]2[CH:39]=[CH:59][CH:58]=[CH:57][C:56]=2[C:9]2[CH:10]=[C:11]3[C:16](=[C:17]([O:19][CH2:20][O:21][CH2:22][CH2:23][Si:24]([CH3:26])([CH3:25])[CH3:27])[CH:18]=2)[N:15]=[CH:14][N:13]([CH2:28][O:29][CH2:30][CH2:31][Si:32]([CH3:33])([CH3:35])[CH3:34])[C:12]3=[O:36])[CH2:50][CH2:49]1.